Dataset: Reaction yield outcomes from USPTO patents with 853,638 reactions. Task: Predict the reaction yield, written as a fraction of the theoretical maximum amount of product (1.0 means a 100% yield; for example, 0.34 means a 34% yield). (1) The reactants are [Cl:1][C:2]1[CH:7]=[C:6]([C:8]2[CH:13]=[CH:12][CH:11]=[C:10]([Cl:14])[CH:9]=2)[N:5]=[C:4]2[CH2:15][CH2:16][CH2:17][C:3]=12.[F:18][C:19]1[CH:25]=[CH:24][C:22]([NH2:23])=[CH:21][CH:20]=1.C(=O)(O)[O-].[Na+]. The catalyst is Cl.CN1C(=O)CCC1.O. The product is [ClH:1].[Cl:14][C:10]1[CH:9]=[C:8]([C:6]2[N:5]=[C:4]3[CH2:15][CH2:16][CH2:17][C:3]3=[C:2]([NH:23][C:22]3[CH:24]=[CH:25][C:19]([F:18])=[CH:20][CH:21]=3)[CH:7]=2)[CH:13]=[CH:12][CH:11]=1. The yield is 0.700. (2) The reactants are [CH3:1][N:2]1[CH:7]=[C:6]([CH2:8][C:9]2[CH:10]=[N:11][CH:12]=[N:13][CH:14]=2)[C:5](=[O:15])[N:4]=[C:3]1SC.[Cl:18][C:19]1[CH:35]=[CH:34][C:22]([O:23][C:24]2[CH:29]=[CH:28][C:27]([CH2:30][CH2:31][NH:32][CH3:33])=[CH:26][CH:25]=2)=[CH:21][C:20]=1[C:36]([F:39])([F:38])[F:37]. The catalyst is C(O)C. The product is [Cl:18][C:19]1[CH:35]=[CH:34][C:22]([O:23][C:24]2[CH:29]=[CH:28][C:27]([CH2:30][CH2:31][N:32]([CH3:33])[C:3]3[N:2]([CH3:1])[CH:7]=[C:6]([CH2:8][C:9]4[CH:10]=[N:11][CH:12]=[N:13][CH:14]=4)[C:5](=[O:15])[N:4]=3)=[CH:26][CH:25]=2)=[CH:21][C:20]=1[C:36]([F:37])([F:38])[F:39]. The yield is 0.289. (3) The product is [CH3:1][O:2][C:3](=[O:13])[C:4]1[CH:9]=[CH:8][C:7]([O:10][CH2:21][CH2:22][Cl:23])=[C:6]([O:11][CH3:12])[CH:5]=1. The reactants are [CH3:1][O:2][C:3](=[O:13])[C:4]1[CH:9]=[CH:8][C:7]([OH:10])=[C:6]([O:11][CH3:12])[CH:5]=1.C(=O)([O-])[O-].[K+].[K+].Br[CH2:21][CH2:22][Cl:23]. The catalyst is CN(C=O)C.C(OCC)(=O)C. The yield is 0.970.